Dataset: Reaction yield outcomes from USPTO patents with 853,638 reactions. Task: Predict the reaction yield, written as a fraction of the theoretical maximum amount of product (1.0 means a 100% yield; for example, 0.34 means a 34% yield). (1) The reactants are [N+:1]([C:4]1[CH:5]=[C:6]2[C:10](=[CH:11][CH:12]=1)[CH2:9][N:8]([C:13]([O:15][C:16]([CH3:19])([CH3:18])[CH3:17])=[O:14])[CH2:7]2)([O-])=O. The catalyst is [Pd].C(O)C. The product is [NH2:1][C:4]1[CH:5]=[C:6]2[C:10](=[CH:11][CH:12]=1)[CH2:9][N:8]([C:13]([O:15][C:16]([CH3:19])([CH3:18])[CH3:17])=[O:14])[CH2:7]2. The yield is 0.990. (2) The reactants are [CH2:1]([N:3]1[C:11]2[C:6](=[CH:7][CH:8]=[C:9]([O:12][CH3:13])[CH:10]=2)[C:5]([C:14]([OH:16])=O)=[CH:4]1)[CH3:2].C(Cl)Cl.C(Cl)(=O)C(Cl)=O.[NH4+:26].[OH-]. The catalyst is CN(C=O)C. The product is [CH2:1]([N:3]1[C:11]2[C:6](=[CH:7][CH:8]=[C:9]([O:12][CH3:13])[CH:10]=2)[C:5]([C:14]([NH2:26])=[O:16])=[CH:4]1)[CH3:2]. The yield is 0.540. (3) The reactants are S(=O)(=O)(O)O.[NH2:6][C:7]1[CH:15]=[CH:14][CH:13]=[CH:12][C:8]=1[C:9]([OH:11])=[O:10].[N+:16]([O-])([OH:18])=[O:17].[NH4+].[OH-]. No catalyst specified. The product is [N+:16]([NH:6][C:7]1[CH:15]=[CH:14][CH:13]=[CH:12][C:8]=1[C:9]([OH:11])=[O:10])([O-:18])=[O:17]. The yield is 0.754. (4) The reactants are [N+](C1C=CC=CC=1S([N:13]([CH2:33][C:34]1[CH:39]=[CH:38][CH:37]=[CH:36][N:35]=1)[CH2:14][C:15]1[CH:20]=[CH:19][C:18]([CH2:21][NH:22][CH:23]2[C:32]3[N:31]=[CH:30][CH:29]=[CH:28][C:27]=3[CH2:26][CH2:25][CH2:24]2)=[CH:17][CH:16]=1)(=O)=O)([O-])=O.C([O-])([O-])=O.[K+].[K+].[CH2:46](Br)[C:47]1[CH:52]=[CH:51][CH:50]=[CH:49][CH:48]=1. The catalyst is CC#N. The product is [N:35]1[CH:36]=[CH:37][CH:38]=[CH:39][C:34]=1[CH2:33][NH:13][CH2:14][C:15]1[CH:20]=[CH:19][C:18]([CH2:21][N:22]([CH2:46][C:47]2[CH:52]=[CH:51][CH:50]=[CH:49][CH:48]=2)[CH:23]2[C:32]3[N:31]=[CH:30][CH:29]=[CH:28][C:27]=3[CH2:26][CH2:25][CH2:24]2)=[CH:17][CH:16]=1. The yield is 0.440. (5) The reactants are I[CH2:2][CH3:3].[Br:4][C:5]1[CH:6]=[C:7]([SH:11])[CH:8]=[CH:9][CH:10]=1.C(#N)C.C(=O)([O-])[O-].[K+].[K+]. The catalyst is C(OCC)(=O)C. The product is [Br:4][C:5]1[CH:10]=[CH:9][CH:8]=[C:7]([S:11][CH2:2][CH3:3])[CH:6]=1. The yield is 1.00.